The task is: Predict the reactants needed to synthesize the given product.. This data is from Full USPTO retrosynthesis dataset with 1.9M reactions from patents (1976-2016). (1) Given the product [CH3:17][O:16][C:10]1[CH:9]=[C:8]([C:6]2[N:7]=[C:2]([NH:30][C:31]3[CH:39]=[CH:38][CH:37]=[CH:36][C:32]=3[C:33]([NH2:35])=[O:34])[C:3]3[NH:20][N:19]=[CH:18][C:4]=3[N:5]=2)[CH:13]=[CH:12][C:11]=1[O:14][CH3:15], predict the reactants needed to synthesize it. The reactants are: Cl[C:2]1[C:3]2[C:4](=[CH:18][N:19](CC3C=CC(OC)=CC=3)[N:20]=2)[N:5]=[C:6]([C:8]2[CH:13]=[CH:12][C:11]([O:14][CH3:15])=[C:10]([O:16][CH3:17])[CH:9]=2)[N:7]=1.[NH2:30][C:31]1[CH:39]=[CH:38][CH:37]=[CH:36][C:32]=1[C:33]([NH2:35])=[O:34].Cl. (2) Given the product [CH3:28][C:27]1[C:18]([C:16]2[CH:17]=[C:4]3[N:3]=[C:2]([N:32]4[CH2:33][CH2:34][CH:30]([OH:29])[CH2:31]4)[CH:7]=[C:6]([NH:8][CH:9]4[CH2:14][CH2:13][O:12][CH2:11][CH2:10]4)[N:5]3[N:15]=2)=[N:19][C:20]2[C:25]([N:26]=1)=[CH:24][CH:23]=[CH:22][CH:21]=2, predict the reactants needed to synthesize it. The reactants are: Cl[C:2]1[CH:7]=[C:6]([NH:8][CH:9]2[CH2:14][CH2:13][O:12][CH2:11][CH2:10]2)[N:5]2[N:15]=[C:16]([C:18]3[C:27]([CH3:28])=[N:26][C:25]4[C:20](=[CH:21][CH:22]=[CH:23][CH:24]=4)[N:19]=3)[CH:17]=[C:4]2[N:3]=1.[OH:29][C@H:30]1[CH2:34][CH2:33][NH:32][CH2:31]1.O. (3) Given the product [Cl:1][C:2]1[CH:3]=[CH:4][C:5]([CH2:6][N:7]2[CH2:12][CH2:11][CH:10]([NH:13][CH2:14][C@@:15]([OH:26])([CH3:29])[CH2:16][O:17][C:18]3[CH:25]=[CH:24][CH:23]=[CH:22][C:19]=3[C:20]#[N:21])[CH2:9][CH2:8]2)=[CH:27][CH:28]=1, predict the reactants needed to synthesize it. The reactants are: [Cl:1][C:2]1[CH:28]=[CH:27][C:5]([CH2:6][N:7]2[CH2:12][CH2:11][CH:10]([NH:13][CH2:14][C@H:15]([OH:26])[CH2:16][O:17][C:18]3[CH:25]=[CH:24][CH:23]=[CH:22][C:19]=3[C:20]#[N:21])[CH2:9][CH2:8]2)=[CH:4][CH:3]=1.[CH3:29]O[C@@]1(COC2C=CC=CC=2C#N)CO1.ClC1C=CC(CN2CCC(N)CC2)=CC=1.